Task: Predict the reaction yield, written as a fraction of the theoretical maximum amount of product (1.0 means a 100% yield; for example, 0.34 means a 34% yield).. Dataset: Reaction yield outcomes from USPTO patents with 853,638 reactions The reactants are [C:1]([O:5][C:6](=[O:22])[NH:7][CH2:8][CH2:9][O:10][C:11]1[CH:16]=[CH:15][C:14]([CH2:17][CH2:18][CH2:19][CH2:20][NH2:21])=[CH:13][CH:12]=1)([CH3:4])([CH3:3])[CH3:2].I.[NH2:24][C:25]1[C:26]([C:33]([NH:35][C:36](=[NH:39])SC)=[O:34])=[N:27][C:28]([Cl:32])=[C:29]([NH2:31])[N:30]=1.C(N(CC)CC)C. The catalyst is C1COCC1. The product is [C:1]([O:5][C:6](=[O:22])[NH:7][CH2:8][CH2:9][O:10][C:11]1[CH:16]=[CH:15][C:14]([CH2:17][CH2:18][CH2:19][CH2:20][NH:21][C:36]([NH2:39])=[N:35][C:33]([C:26]2[C:25]([NH2:24])=[N:30][C:29]([NH2:31])=[C:28]([Cl:32])[N:27]=2)=[O:34])=[CH:13][CH:12]=1)([CH3:4])([CH3:2])[CH3:3]. The yield is 0.920.